From a dataset of Reaction yield outcomes from USPTO patents with 853,638 reactions. Predict the reaction yield, written as a fraction of the theoretical maximum amount of product (1.0 means a 100% yield; for example, 0.34 means a 34% yield). (1) The catalyst is CN(C)C1C=CN=CC=1.ClCCl.C(OCC)(=O)C. The reactants are [I:1][C:2]1[CH:3]=[CH:4][C:5]([CH3:11])=[C:6]([CH:10]=1)[C:7]([OH:9])=[O:8].Cl.CN(C)CCCN=C=NCC.[C:24](O)([CH3:27])([CH3:26])[CH3:25]. The product is [C:24]([O:8][C:7](=[O:9])[C:6]1[CH:10]=[C:2]([I:1])[CH:3]=[CH:4][C:5]=1[CH3:11])([CH3:27])([CH3:26])[CH3:25]. The yield is 0.650. (2) The reactants are [CH2:1]([O:8][C:9]1[CH:16]=[CH:15][C:12]([CH:13]=O)=[C:11]([NH:17][CH2:18][CH:19]([OH:21])[CH3:20])[CH:10]=1)[C:2]1[CH:7]=[CH:6][CH:5]=[CH:4][CH:3]=1.[NH:22]1C2C(=CC=CC=2)C=N1.N([O-])=O.[Na+]. The catalyst is [Zn]. The product is [CH2:1]([O:8][C:9]1[CH:10]=[C:11]2[C:12]([CH:13]=[N:22][N:17]2[CH2:18][CH:19]([OH:21])[CH3:20])=[CH:15][CH:16]=1)[C:2]1[CH:7]=[CH:6][CH:5]=[CH:4][CH:3]=1. The yield is 0.600.